Dataset: Forward reaction prediction with 1.9M reactions from USPTO patents (1976-2016). Task: Predict the product of the given reaction. (1) Given the reactants [OH:1][CH2:2][CH2:3][NH:4][CH2:5][CH2:6][O:7][C:8]1[CH:15]=[CH:14][C:11]([C:12]#[N:13])=[CH:10][CH:9]=1.[O-:16][C:17]#[N:18].[K+].C(O)(=O)C, predict the reaction product. The product is: [C:12]([C:11]1[CH:10]=[CH:9][C:8]([O:7][CH2:6][CH2:5][N:4]([CH2:3][CH2:2][OH:1])[C:17]([NH2:18])=[O:16])=[CH:15][CH:14]=1)#[N:13]. (2) Given the reactants [F:1][C:2]1[CH:7]=[CH:6][CH:5]=[CH:4][C:3]=1[C:8]1[NH:9][CH:10]=[C:11]([CH:13]=[O:14])[N:12]=1.[H-].[Na+].C1OCCOCCOCCOCCOC1.[O:32]1[CH:36]=[CH:35][C:34]([S:37](Cl)(=[O:39])=[O:38])=[CH:33]1, predict the reaction product. The product is: [F:1][C:2]1[CH:7]=[CH:6][CH:5]=[CH:4][C:3]=1[C:8]1[N:9]([S:37]([C:34]2[CH:35]=[CH:36][O:32][CH:33]=2)(=[O:39])=[O:38])[CH:10]=[C:11]([CH:13]=[O:14])[N:12]=1. (3) Given the reactants Br[C:2]1[CH:3]=[CH:4][C:5]([CH2:8][C@@H:9]([C:21]([O:23][CH3:24])=[O:22])[NH:10][C:11](=[O:20])[C:12]2[C:17]([Cl:18])=[CH:16][CH:15]=[CH:14][C:13]=2[Cl:19])=[N:6][CH:7]=1.CC1(C)C(C)(C)OB([C:33]2[CH2:34][CH2:35][N:36]([C:39]([O:41][C:42]([CH3:45])([CH3:44])[CH3:43])=[O:40])[CH2:37][CH:38]=2)O1.C(=O)([O-])[O-].[K+].[K+], predict the reaction product. The product is: [C:42]([O:41][C:39]([N:36]1[CH2:35][CH:34]=[C:33]([C:2]2[CH:3]=[CH:4][C:5]([CH2:8][C@@H:9]([C:21]([O:23][CH3:24])=[O:22])[NH:10][C:11](=[O:20])[C:12]3[C:17]([Cl:18])=[CH:16][CH:15]=[CH:14][C:13]=3[Cl:19])=[N:6][CH:7]=2)[CH2:38][CH2:37]1)=[O:40])([CH3:45])([CH3:43])[CH3:44]. (4) Given the reactants [CH3:1][O:2][C:3]1[CH:4]=[C:5]([CH2:9][CH2:10][NH:11]C(=O)OC(C)(C)C)[CH:6]=[N:7][CH:8]=1.[ClH:19], predict the reaction product. The product is: [ClH:19].[ClH:19].[CH3:1][O:2][C:3]1[CH:4]=[C:5]([CH2:9][CH2:10][NH2:11])[CH:6]=[N:7][CH:8]=1.